Task: Predict the reactants needed to synthesize the given product.. Dataset: Full USPTO retrosynthesis dataset with 1.9M reactions from patents (1976-2016) (1) The reactants are: [CH3:1][O-:2].[Na+].Cl[C:5]1[N:6]=[N+:7]([O-:15])[C:8]2[CH:14]=[CH:13][CH:12]=[CH:11][C:9]=2[N:10]=1. Given the product [CH3:1][O:2][C:5]1[N:6]=[N+:7]([O-:15])[C:8]2[CH:14]=[CH:13][CH:12]=[CH:11][C:9]=2[N:10]=1, predict the reactants needed to synthesize it. (2) Given the product [F:9][C:10]1[CH:11]=[C:12]2[C:18]3([CH2:22][CH2:21][N:20]([C:23]([O:25][CH3:26])=[O:24])[CH2:19]3)[CH2:17][N:16]([C:31](=[O:32])[NH:2][C:3]3[S:4][C:5]([F:8])=[CH:6][N:7]=3)[C:13]2=[CH:14][CH:15]=1, predict the reactants needed to synthesize it. The reactants are: Cl.[NH2:2][C:3]1[S:4][C:5]([F:8])=[CH:6][N:7]=1.[F:9][C:10]1[CH:11]=[C:12]2[C:18]3([CH2:22][CH2:21][N:20]([C:23]([O:25][C:26](C)(C)C)=[O:24])[CH2:19]3)[CH2:17][NH:16][C:13]2=[CH:14][CH:15]=1.Cl[C:31](OC)=[O:32].